From a dataset of Forward reaction prediction with 1.9M reactions from USPTO patents (1976-2016). Predict the product of the given reaction. (1) Given the reactants [NH2:1][C@@H:2]([CH2:6][CH3:7])[C:3]([OH:5])=[O:4].S(Cl)([Cl:10])=O.[CH3:12]O, predict the reaction product. The product is: [ClH:10].[NH2:1][C@@H:2]([CH2:6][CH3:7])[C:3]([O:5][CH3:12])=[O:4]. (2) Given the reactants [F:1][C:2]1[CH:3]=[C:4]([C:8]2([N:15]([CH3:17])[CH3:16])[CH2:13][CH2:12][CH:11]([NH2:14])[CH2:10][CH2:9]2)[CH:5]=[CH:6][CH:7]=1.[Cl:18][C:19]1[CH:24]=[CH:23][CH:22]=[CH:21][C:20]=1[C:25]1[C:29]([C:30](Cl)=[O:31])=[C:28]([CH3:33])[O:27][N:26]=1, predict the reaction product. The product is: [CH3:16][N:15]([CH3:17])[C:8]1([C:4]2[CH:5]=[CH:6][CH:7]=[C:2]([F:1])[CH:3]=2)[CH2:13][CH2:12][CH:11]([NH:14][C:30]([C:29]2[C:25]([C:20]3[CH:21]=[CH:22][CH:23]=[CH:24][C:19]=3[Cl:18])=[N:26][O:27][C:28]=2[CH3:33])=[O:31])[CH2:10][CH2:9]1. (3) Given the reactants [CH3:1][C:2]1[N:3]=[CH:4][N:5]([C:7]2[CH:14]=[CH:13][C:12]([C:15]([F:18])([F:17])[F:16])=[CH:11][C:8]=2[C:9]#[N:10])[CH:6]=1.[CH3:19][N+:20]([CH3:22])=[CH2:21].[I-], predict the reaction product. The product is: [CH3:19][N:20]([CH2:22][C:6]1[N:5]([C:7]2[CH:14]=[CH:13][C:12]([C:15]([F:18])([F:16])[F:17])=[CH:11][C:8]=2[C:9]#[N:10])[CH:4]=[N:3][C:2]=1[CH3:1])[CH3:21]. (4) Given the reactants [Cl:1][C:2]1[CH:7]=[CH:6][CH:5]=[CH:4][C:3]=1[C:8]1[N:9]=[N:10][N:11]([CH3:27])[C:12]=1[C:13]1[N:14]=[CH:15][N:16]([C:18]2[CH:26]=[CH:25][C:21]([C:22](O)=[O:23])=[CH:20][N:19]=2)[CH:17]=1.CN(C(O[N:36]1N=N[C:38]2C=CC=[CH:42][C:37]1=2)=[N+](C)C)C.[B-](F)(F)(F)F.CCN(C(C)C)C(C)C.C(N)(C)C, predict the reaction product. The product is: [Cl:1][C:2]1[CH:7]=[CH:6][CH:5]=[CH:4][C:3]=1[C:8]1[N:9]=[N:10][N:11]([CH3:27])[C:12]=1[C:13]1[N:14]=[CH:15][N:16]([C:18]2[CH:26]=[CH:25][C:21]([C:22]([NH:36][CH:37]([CH3:42])[CH3:38])=[O:23])=[CH:20][N:19]=2)[CH:17]=1. (5) Given the reactants [NH2:1][C:2]1[C:7]([CH3:9])([CH3:8])[S:6](=[O:11])(=[O:10])[CH2:5][C@:4]([C:13]2[C:14]([F:20])=[N:15][CH:16]=[C:17]([Br:19])[CH:18]=2)([CH3:12])[N:3]=1.C([O-])(O)=O.[Na+].[C:26]([O:30][C:31](O[C:31]([O:30][C:26]([CH3:29])([CH3:28])[CH3:27])=[O:32])=[O:32])([CH3:29])([CH3:28])[CH3:27], predict the reaction product. The product is: [Br:19][C:17]1[CH:18]=[C:13]([C@:4]2([CH3:12])[CH2:5][S:6](=[O:10])(=[O:11])[C:7]([CH3:8])([CH3:9])[C:2]([NH:1][C:31](=[O:32])[O:30][C:26]([CH3:29])([CH3:28])[CH3:27])=[N:3]2)[C:14]([F:20])=[N:15][CH:16]=1. (6) Given the reactants [OH:1][C:2]1[CH:15]=[CH:14][C:5]([C:6]([C:8]2[CH:13]=[CH:12][CH:11]=[CH:10][CH:9]=2)=[O:7])=[CH:4][CH:3]=1.C(=O)([O-])[O-].[K+].[K+].Br[CH2:23][CH2:24][CH2:25][Cl:26], predict the reaction product. The product is: [Cl:26][CH2:25][CH2:24][CH2:23][O:1][C:2]1[CH:3]=[CH:4][C:5]([C:6]([C:8]2[CH:13]=[CH:12][CH:11]=[CH:10][CH:9]=2)=[O:7])=[CH:14][CH:15]=1.